Task: Regression. Given two drug SMILES strings and cell line genomic features, predict the synergy score measuring deviation from expected non-interaction effect.. Dataset: NCI-60 drug combinations with 297,098 pairs across 59 cell lines (1) Drug 1: C1CCN(CC1)CCOC2=CC=C(C=C2)C(=O)C3=C(SC4=C3C=CC(=C4)O)C5=CC=C(C=C5)O. Drug 2: CC1=C2C(C(=O)C3(C(CC4C(C3C(C(C2(C)C)(CC1OC(=O)C(C(C5=CC=CC=C5)NC(=O)OC(C)(C)C)O)O)OC(=O)C6=CC=CC=C6)(CO4)OC(=O)C)O)C)O. Cell line: RXF 393. Synergy scores: CSS=31.9, Synergy_ZIP=3.22, Synergy_Bliss=2.38, Synergy_Loewe=-32.2, Synergy_HSA=2.18. (2) Synergy scores: CSS=-0.470, Synergy_ZIP=-1.14, Synergy_Bliss=-2.16, Synergy_Loewe=-10.4, Synergy_HSA=-4.64. Cell line: OVCAR-8. Drug 1: CC1=CC=C(C=C1)C2=CC(=NN2C3=CC=C(C=C3)S(=O)(=O)N)C(F)(F)F. Drug 2: CS(=O)(=O)CCNCC1=CC=C(O1)C2=CC3=C(C=C2)N=CN=C3NC4=CC(=C(C=C4)OCC5=CC(=CC=C5)F)Cl. (3) Drug 1: C1=NNC2=C1C(=O)NC=N2. Drug 2: C1CC(=O)NC(=O)C1N2C(=O)C3=CC=CC=C3C2=O. Cell line: HT29. Synergy scores: CSS=6.49, Synergy_ZIP=-5.50, Synergy_Bliss=-7.97, Synergy_Loewe=-8.58, Synergy_HSA=-6.45. (4) Drug 1: C1CCC(C1)C(CC#N)N2C=C(C=N2)C3=C4C=CNC4=NC=N3. Drug 2: C1=NC2=C(N=C(N=C2N1C3C(C(C(O3)CO)O)O)F)N. Cell line: HCT-15. Synergy scores: CSS=2.07, Synergy_ZIP=1.59, Synergy_Bliss=1.18, Synergy_Loewe=-0.549, Synergy_HSA=-0.916. (5) Drug 1: COC1=CC(=CC(=C1O)OC)C2C3C(COC3=O)C(C4=CC5=C(C=C24)OCO5)OC6C(C(C7C(O6)COC(O7)C8=CC=CS8)O)O. Drug 2: CN1C2=C(C=C(C=C2)N(CCCl)CCCl)N=C1CCCC(=O)O.Cl. Cell line: NCI-H522. Synergy scores: CSS=38.8, Synergy_ZIP=-6.14, Synergy_Bliss=0.348, Synergy_Loewe=2.55, Synergy_HSA=4.40. (6) Synergy scores: CSS=25.3, Synergy_ZIP=1.13, Synergy_Bliss=4.44, Synergy_Loewe=2.35, Synergy_HSA=5.42. Cell line: CAKI-1. Drug 2: C1C(C(OC1N2C=C(C(=O)NC2=O)F)CO)O. Drug 1: CNC(=O)C1=CC=CC=C1SC2=CC3=C(C=C2)C(=NN3)C=CC4=CC=CC=N4. (7) Drug 1: COC1=NC(=NC2=C1N=CN2C3C(C(C(O3)CO)O)O)N. Drug 2: C1=CN(C=N1)CC(O)(P(=O)(O)O)P(=O)(O)O. Cell line: OVCAR-8. Synergy scores: CSS=4.32, Synergy_ZIP=-2.88, Synergy_Bliss=-2.51, Synergy_Loewe=-1.71, Synergy_HSA=-1.53. (8) Drug 1: CC1=C2C(C(=O)C3(C(CC4C(C3C(C(C2(C)C)(CC1OC(=O)C(C(C5=CC=CC=C5)NC(=O)OC(C)(C)C)O)O)OC(=O)C6=CC=CC=C6)(CO4)OC(=O)C)OC)C)OC. Drug 2: C1CC(=O)NC(=O)C1N2CC3=C(C2=O)C=CC=C3N. Cell line: SK-MEL-2. Synergy scores: CSS=53.0, Synergy_ZIP=9.89, Synergy_Bliss=9.47, Synergy_Loewe=-24.0, Synergy_HSA=10.6. (9) Drug 1: CCN(CC)CCCC(C)NC1=C2C=C(C=CC2=NC3=C1C=CC(=C3)Cl)OC. Drug 2: CC1C(C(CC(O1)OC2CC(CC3=C2C(=C4C(=C3O)C(=O)C5=CC=CC=C5C4=O)O)(C(=O)C)O)N)O. Cell line: SF-539. Synergy scores: CSS=40.3, Synergy_ZIP=-6.88, Synergy_Bliss=-11.3, Synergy_Loewe=-23.0, Synergy_HSA=-9.59.